This data is from Forward reaction prediction with 1.9M reactions from USPTO patents (1976-2016). The task is: Predict the product of the given reaction. (1) Given the reactants [CH:1]([C:3]1[S:7][CH:6]=[C:5]([C:8]2[CH:13]=[CH:12][C:11]([CH:14]([CH3:23])[CH2:15][NH:16][S:17]([CH:20]([CH3:22])[CH3:21])(=[O:19])=[O:18])=[CH:10][CH:9]=2)[CH:4]=1)=[O:2].[BH4-].[Na+], predict the reaction product. The product is: [OH:2][CH2:1][C:3]1[S:7][CH:6]=[C:5]([C:8]2[CH:9]=[CH:10][C:11]([CH:14]([CH3:23])[CH2:15][NH:16][S:17]([CH:20]([CH3:22])[CH3:21])(=[O:19])=[O:18])=[CH:12][CH:13]=2)[CH:4]=1. (2) Given the reactants [CH3:1][O:2][C:3](=[O:28])[CH2:4][C:5]1[C:9]2[C:10]([CH:25]3[CH2:27][CH2:26]3)=[CH:11][C:12]([O:14][Si](C(C)C)(C(C)C)C(C)C)=[CH:13][C:8]=2[S:7][CH:6]=1.C1COCC1.CCCC[N+](CCCC)(CCCC)CCCC.[F-], predict the reaction product. The product is: [CH3:1][O:2][C:3](=[O:28])[CH2:4][C:5]1[C:9]2[C:10]([CH:25]3[CH2:27][CH2:26]3)=[CH:11][C:12]([OH:14])=[CH:13][C:8]=2[S:7][CH:6]=1. (3) Given the reactants [CH2:1]([O:4][C:5]1[CH:10]=[C:9]([Cl:11])[C:8]([CH2:12][C:13]2[CH:18]=[CH:17][C:16]([O:19][CH2:20][CH3:21])=[CH:15][CH:14]=2)=[CH:7][C:6]=1[C@@H:22]1[O:31][C@H:30]2[C@@H:25]([O:26][CH:27]([CH:32]=[CH2:33])[O:28][CH2:29]2)[C@H:24]([OH:34])[C@H:23]1[OH:35])[CH:2]=[CH2:3].C([BH3-])#N.[Na+].FC(F)(F)S(O)(=O)=O.O, predict the reaction product. The product is: [CH2:1]([O:4][C:5]1[CH:10]=[C:9]([Cl:11])[C:8]([CH2:12][C:13]2[CH:18]=[CH:17][C:16]([O:19][CH2:20][CH3:21])=[CH:15][CH:14]=2)=[CH:7][C:6]=1[C@H:22]1[C@H:23]([OH:35])[C@@H:24]([OH:34])[C@H:25]([OH:26])[C@@H:30]([CH2:29][O:28][CH2:27][CH:32]=[CH2:33])[O:31]1)[CH:2]=[CH2:3]. (4) Given the reactants [NH2:1][C:2]1[C:3](C(O)=O)=[N:4][C:5]([C:14]2[CH:19]=[CH:18][C:17](=[O:20])[N:16]([CH:21]([CH3:23])[CH3:22])[N:15]=2)=[C:6]([C:8]2[CH:13]=[CH:12][CH:11]=[CH:10][CH:9]=2)[N:7]=1, predict the reaction product. The product is: [NH2:1][C:2]1[N:7]=[C:6]([C:8]2[CH:9]=[CH:10][CH:11]=[CH:12][CH:13]=2)[C:5]([C:14]2[CH:19]=[CH:18][C:17](=[O:20])[N:16]([CH:21]([CH3:23])[CH3:22])[N:15]=2)=[N:4][CH:3]=1. (5) Given the reactants Br[C:2]1[C:11]2[C:6](=[CH:7][CH:8]=[C:9]([C:12]([NH2:14])=[O:13])[CH:10]=2)[CH:5]=[N:4][CH:3]=1.[Cl:15][C:16]1[CH:21]=[C:20]([Cl:22])[CH:19]=[CH:18][C:17]=1B(O)O.C(=O)([O-])[O-].[Cs+].[Cs+], predict the reaction product. The product is: [Cl:15][C:16]1[CH:21]=[C:20]([Cl:22])[CH:19]=[CH:18][C:17]=1[C:2]1[C:11]2[C:6](=[CH:7][CH:8]=[C:9]([C:12]([NH2:14])=[O:13])[CH:10]=2)[CH:5]=[N:4][CH:3]=1.